Predict the reaction yield, written as a fraction of the theoretical maximum amount of product (1.0 means a 100% yield; for example, 0.34 means a 34% yield). From a dataset of Reaction yield outcomes from USPTO patents with 853,638 reactions. The reactants are [CH2:1]([NH:3][CH2:4][C:5]1[CH:10]=[CH:9][C:8]([CH2:11][N:12]2[CH2:17][CH2:16][N:15]([C:18]3[C:23]([C:24]([O:26][CH:27]([CH3:29])[CH3:28])=[O:25])=[CH:22][CH:21]=[CH:20][N:19]=3)[CH2:14][CH2:13]2)=[CH:7][CH:6]=1)[CH3:2].[O:30]1[CH:34]=[CH:33][C:32]([CH:35]=O)=[CH:31]1.C(O)(=O)C.C([BH3-])#N.[Na+]. The catalyst is CO.CS(C)=O. The product is [CH2:1]([N:3]([CH2:4][C:5]1[CH:6]=[CH:7][C:8]([CH2:11][N:12]2[CH2:13][CH2:14][N:15]([C:18]3[C:23]([C:24]([O:26][CH:27]([CH3:28])[CH3:29])=[O:25])=[CH:22][CH:21]=[CH:20][N:19]=3)[CH2:16][CH2:17]2)=[CH:9][CH:10]=1)[CH2:35][C:32]1[CH:33]=[CH:34][O:30][CH:31]=1)[CH3:2]. The yield is 0.530.